Dataset: Reaction yield outcomes from USPTO patents with 853,638 reactions. Task: Predict the reaction yield, written as a fraction of the theoretical maximum amount of product (1.0 means a 100% yield; for example, 0.34 means a 34% yield). (1) The reactants are [I-].C[N+](C)(C)[CH2:4][C:5]1[CH:10]=[C:9]([CH3:11])[C:8]([OH:12])=[C:7]([O:13][CH3:14])[CH:6]=1.[P:17]([O:22]C)([O:20][CH3:21])[O:18][CH3:19]. The catalyst is C1(C)C(C)=CC=CC=1. The product is [OH:12][C:8]1[C:9]([CH3:11])=[CH:10][C:5]([CH2:4][P:17](=[O:22])([O:20][CH3:21])[O:18][CH3:19])=[CH:6][C:7]=1[O:13][CH3:14]. The yield is 0.830. (2) The catalyst is C1(C)C=CC=CC=1.CCOC(C)=O. The reactants are [Cl:1][C:2]1[CH:7]=[C:6]([C:8]([F:11])([F:10])[F:9])[CH:5]=[CH:4][C:3]=1[S:12]([NH:15][C:16]1[CH:21]=[C:20]([O:22][C:23]2[S:24][C:25]3[CH:31]=[CH:30][C:29]([C:32]#[N:33])=[CH:28][C:26]=3[N:27]=2)[CH:19]=[C:18]([Cl:34])[CH:17]=1)(=[O:14])=[O:13].[N:35]([Si](C)(C)C)=[N+:36]=[N-:37].C([Sn](=O)CCCC)CCC.Cl. The yield is 0.850. The product is [Cl:1][C:2]1[CH:7]=[C:6]([C:8]([F:10])([F:9])[F:11])[CH:5]=[CH:4][C:3]=1[S:12]([NH:15][C:16]1[CH:21]=[C:20]([O:22][C:23]2[S:24][C:25]3[CH:31]=[CH:30][C:29]([C:32]4[NH:37][N:36]=[N:35][N:33]=4)=[CH:28][C:26]=3[N:27]=2)[CH:19]=[C:18]([Cl:34])[CH:17]=1)(=[O:13])=[O:14]. (3) The reactants are C([C:3]1([C:17]2([OH:28])[CH2:20][N:19]([C:21]([O:23][C:24]([CH3:27])([CH3:26])[CH3:25])=[O:22])[CH2:18]2)[CH2:8][CH2:7][CH2:6][CH:5]([CH3:9])[N:4]1[CH2:10][C:11]1[CH:16]=[CH:15][CH:14]=[CH:13][CH:12]=1)#N.C(O)(=O)C.C([BH3-])#N.[Na+]. The catalyst is C(O)C. The product is [OH:28][C:17]1([CH:3]2[CH2:8][CH2:7][CH2:6][CH:5]([CH3:9])[N:4]2[CH2:10][C:11]2[CH:12]=[CH:13][CH:14]=[CH:15][CH:16]=2)[CH2:20][N:19]([C:21]([O:23][C:24]([CH3:25])([CH3:26])[CH3:27])=[O:22])[CH2:18]1. The yield is 0.360. (4) The reactants are [Cl:1][C:2]1[CH:7]=[CH:6][C:5]([S:8](Cl)(=[O:10])=[O:9])=[CH:4][CH:3]=1.[NH2:12][C:13]1[CH:14]=[CH:15][CH:16]=[C:17]2[C:22]=1[N:21]=[CH:20][CH:19]=[CH:18]2.O. The catalyst is N1C=CC=CC=1.CN(C1C=CN=CC=1)C. The product is [Cl:1][C:2]1[CH:7]=[CH:6][C:5]([S:8]([NH:12][C:13]2[CH:14]=[CH:15][CH:16]=[C:17]3[C:22]=2[N:21]=[CH:20][CH:19]=[CH:18]3)(=[O:10])=[O:9])=[CH:4][CH:3]=1. The yield is 0.610. (5) The yield is 0.990. The product is [Cl:1][C:2]1[N:3]=[C:4]([NH:25][CH2:24][CH2:23][CH2:22][O:21][CH3:20])[C:5]2[N:11]=[C:10]([C:12]3[CH:17]=[CH:16][C:15]([F:18])=[CH:14][CH:13]=3)[CH:9]=[CH:8][C:6]=2[N:7]=1. The catalyst is O1CCOCC1. The reactants are [Cl:1][C:2]1[N:3]=[C:4](Cl)[C:5]2[N:11]=[C:10]([C:12]3[CH:17]=[CH:16][C:15]([F:18])=[CH:14][CH:13]=3)[CH:9]=[CH:8][C:6]=2[N:7]=1.[CH3:20][O:21][CH2:22][CH2:23][CH2:24][NH2:25]. (6) The reactants are [C:1]([N:5]1[C:9]([C:10](Cl)=[O:11])=[CH:8][C:7]([CH3:13])=[N:6]1)([CH3:4])([CH3:3])[CH3:2].[NH2:14][C:15]1[CH:32]=[CH:31][C:18]([C:19]([C:21]2[CH:29]=[C:28]3[C:24]([CH2:25][C:26](=[O:30])[NH:27]3)=[CH:23][CH:22]=2)=[O:20])=[CH:17][CH:16]=1. The catalyst is C1COCC1. The product is [O:30]=[C:26]1[CH2:25][C:24]2[C:28](=[CH:29][C:21]([C:19]([C:18]3[CH:17]=[CH:16][C:15]([NH:14][C:10]([C:9]4[N:5]([C:1]([CH3:4])([CH3:3])[CH3:2])[N:6]=[C:7]([CH3:13])[CH:8]=4)=[O:11])=[CH:32][CH:31]=3)=[O:20])=[CH:22][CH:23]=2)[NH:27]1. The yield is 0.420. (7) The reactants are [Br:1][C:2]1[CH:7]=[CH:6][C:5]([NH:8][C:9]2[C:10]([C:20]([OH:22])=O)=[CH:11][C:12]3[N:16](C)[CH:15]=[N:14][C:13]=3[C:18]=2[F:19])=[C:4]([Cl:23])[CH:3]=1.C1C=CC2N(O)N=[N:30][C:28]=2C=1.C(N(CC)CC)C.CN.CCN=C=NCCCN(C)C.Cl. The catalyst is CN(C)C=O.C(OCC)(=O)C.O. The product is [CH3:28][NH:30][C:20]([C:10]1[C:9]([NH:8][C:5]2[CH:6]=[CH:7][C:2]([Br:1])=[CH:3][C:4]=2[Cl:23])=[C:18]([F:19])[C:13]2[N:14]=[CH:15][NH:16][C:12]=2[CH:11]=1)=[O:22]. The yield is 0.420.